From a dataset of Forward reaction prediction with 1.9M reactions from USPTO patents (1976-2016). Predict the product of the given reaction. (1) Given the reactants Cl.Cl.[O:3]1[CH2:8][CH2:7][CH:6]([CH2:9][C@H:10]2[CH2:15][NH:14][CH2:13][CH2:12][NH:11]2)[CH2:5][CH2:4]1.C(N(CC)CC)C.[CH3:23][C:24]([O:27][C:28](O[C:28]([O:27][C:24]([CH3:26])([CH3:25])[CH3:23])=[O:29])=[O:29])([CH3:26])[CH3:25], predict the reaction product. The product is: [O:3]1[CH2:4][CH2:5][CH:6]([CH2:9][C@@H:10]2[NH:11][CH2:12][CH2:13][N:14]([C:28]([O:27][C:24]([CH3:26])([CH3:25])[CH3:23])=[O:29])[CH2:15]2)[CH2:7][CH2:8]1. (2) Given the reactants [Cl:1][C:2]1[N:3]=[C:4](Cl)[C:5]2[C:10]([I:11])=[CH:9][N:8]([CH2:12][O:13][CH2:14][CH2:15][Si:16]([CH3:19])([CH3:18])[CH3:17])[C:6]=2[N:7]=1.[CH:21]1([NH2:26])[CH2:25][CH2:24][CH2:23][CH2:22]1.CC(C)([O-])C.[Na+], predict the reaction product. The product is: [Cl:1][C:2]1[N:3]=[C:4]([NH:26][CH:21]2[CH2:25][CH2:24][CH2:23][CH2:22]2)[C:5]2[C:10]([I:11])=[CH:9][N:8]([CH2:12][O:13][CH2:14][CH2:15][Si:16]([CH3:19])([CH3:18])[CH3:17])[C:6]=2[N:7]=1. (3) The product is: [C:1]([O:4][C@H:5]1[C@H:13]([O:14][C:15](=[O:17])[CH3:16])[C@@H:12]([CH2:18][O:19][Si:30]([C:33]([CH3:36])([CH3:35])[CH3:34])([CH3:32])[CH3:31])[O:11][C@H:7]([S:8][CH2:9][CH3:10])[C@H:6]1[N:23]=[N+:24]=[N-:25])(=[O:3])[CH3:2]. Given the reactants [C:1]([O:4][C@H:5]1[C@H:13]([O:14][C:15](=[O:17])[CH3:16])[C@@H:12]([CH2:18][O:19]C(=O)C)[O:11][C@H:7]([S:8][CH2:9][CH3:10])[C@H:6]1[N:23]=[N+:24]=[N-:25])(=[O:3])[CH3:2].CC(O)=O.[Si:30](Cl)([C:33]([CH3:36])([CH3:35])[CH3:34])([CH3:32])[CH3:31], predict the reaction product. (4) Given the reactants Cl[C:2]1[N:7]=[C:6]([C:8]2[C:16]3[C:11](=[CH:12][CH:13]=[CH:14][CH:15]=3)[N:10]([CH3:17])[CH:9]=2)[C:5]([CH3:18])=[CH:4][N:3]=1.[F:19][C:20]1[C:26]([N+:27]([O-:29])=[O:28])=[CH:25][C:23]([NH2:24])=[C:22]([O:30][CH3:31])[CH:21]=1.C1(C)C=CC(S(O)(=O)=O)=CC=1, predict the reaction product. The product is: [F:19][C:20]1[C:26]([N+:27]([O-:29])=[O:28])=[CH:25][C:23]([NH:24][C:2]2[N:7]=[C:6]([C:8]3[C:16]4[C:11](=[CH:12][CH:13]=[CH:14][CH:15]=4)[N:10]([CH3:17])[CH:9]=3)[C:5]([CH3:18])=[CH:4][N:3]=2)=[C:22]([O:30][CH3:31])[CH:21]=1. (5) Given the reactants Br[C:2]1[CH:7]=[C:6]([F:8])[C:5]([F:9])=[C:4]([F:10])[CH:3]=1.[Mg].II.FC1C=C([Mg]Br)C=C(F)C=1F.[C:25]([O:29][C:30]([N:32]1[C:37](=[O:38])[CH2:36][O:35][CH2:34][C@@H:33]1[CH2:39][O:40][CH2:41][C:42]1[CH:47]=[CH:46][CH:45]=[CH:44][CH:43]=1)=[O:31])([CH3:28])([CH3:27])[CH3:26].[Cl-].[NH4+], predict the reaction product. The product is: [C:25]([O:29][C:30](=[O:31])[NH:32][C@@H:33]([CH2:39][O:40][CH2:41][C:42]1[CH:43]=[CH:44][CH:45]=[CH:46][CH:47]=1)[CH2:34][O:35][CH2:36][C:37](=[O:38])[C:2]1[CH:7]=[C:6]([F:8])[C:5]([F:9])=[C:4]([F:10])[CH:3]=1)([CH3:28])([CH3:26])[CH3:27].